From a dataset of Experimentally validated miRNA-target interactions with 360,000+ pairs, plus equal number of negative samples. Binary Classification. Given a miRNA mature sequence and a target amino acid sequence, predict their likelihood of interaction. The miRNA is hsa-miR-18a-3p with sequence ACUGCCCUAAGUGCUCCUUCUGG. The protein sequence of the target gene is MSMPLHQISAIPSQDAISARVYRSKTKEKEREEQNEKTLGHFMSHSSNISKAGSPPSASAPAPVSSFSRTSITPSSQDICRICHCEGDDESPLITPCHCTGSLHFVHQACLQQWIKSSDTRCCELCKYEFIMETKLKPLRKWEKLQMTSSERRKIMCSVTFHVIAITCVVWSLYVLIDRTAEEIKQGQATGILEWPFWTKLVVVAIGFTGGLLFMYVQCKVYVQLWKRLKAYNRVIYVQNCPETSKKNIFEKSPLTEPNFENKHGYGICHSDTNSSCCTEPEDTGAEIIHV. Result: 0 (no interaction).